From a dataset of Reaction yield outcomes from USPTO patents with 853,638 reactions. Predict the reaction yield, written as a fraction of the theoretical maximum amount of product (1.0 means a 100% yield; for example, 0.34 means a 34% yield). (1) The reactants are [CH2:1]([O:3][C:4](=[O:36])[O:5][C:6]1[C:17]2[C:16](=[O:18])[N:15]([CH2:19][C:20]3[CH:25]=[CH:24][C:23]([F:26])=[CH:22][CH:21]=3)[C:14](=[O:27])[C:13]=2[C:12]([OH:28])=[C:11]2[C:7]=1[N:8]([CH2:29][C:30]1[CH:35]=[CH:34][CH:33]=[CH:32][CH:31]=1)[CH:9]=[N:10]2)[CH3:2].[C:37]1([C:43]([C:46]2[CH:51]=[CH:50][CH:49]=[CH:48][CH:47]=2)=[N+]=[N-])[CH:42]=[CH:41][CH:40]=[CH:39][CH:38]=1. The catalyst is ClCCCl. The product is [CH2:1]([O:3][C:4](=[O:36])[O:5][C:6]1[C:17]2[C:16](=[O:18])[N:15]([CH2:19][C:20]3[CH:21]=[CH:22][C:23]([F:26])=[CH:24][CH:25]=3)[C:14](=[O:27])[C:13]=2[C:12]([O:28][CH:43]([C:37]2[CH:42]=[CH:41][CH:40]=[CH:39][CH:38]=2)[C:46]2[CH:51]=[CH:50][CH:49]=[CH:48][CH:47]=2)=[C:11]2[C:7]=1[N:8]([CH2:29][C:30]1[CH:31]=[CH:32][CH:33]=[CH:34][CH:35]=1)[CH:9]=[N:10]2)[CH3:2]. The yield is 0.780. (2) The reactants are C(N(CC)CC)C.[Cl:8][C:9]1[C:10]([N:15]2[CH:19]([C:20]([O:22][CH2:23][CH3:24])=[O:21])[CH2:18][C:17](=[O:25])[NH:16]2)=[N:11][CH:12]=[CH:13][CH:14]=1.[C:26]1([CH3:36])[CH:31]=[CH:30][C:29]([S:32](Cl)(=[O:34])=[O:33])=[CH:28][CH:27]=1. The catalyst is ClCCl.C1(C)C=CC(S(Cl)(=O)=O)=CC=1.C(N(CC)CC)C. The product is [Cl:8][C:9]1[C:10]([N:15]2[CH:19]([C:20]([O:22][CH2:23][CH3:24])=[O:21])[CH2:18][C:17]([O:25][S:32]([C:29]3[CH:30]=[CH:31][C:26]([CH3:36])=[CH:27][CH:28]=3)(=[O:34])=[O:33])=[N:16]2)=[N:11][CH:12]=[CH:13][CH:14]=1. The yield is 0.870. (3) The reactants are [CH2:1]([O:8][C:9]([N:11]1[CH2:17][CH2:16][C:15](=[O:18])[N:14]([C@H:19]([C:30]([O:32]C)=[O:31])[CH2:20][CH2:21][O:22][CH2:23][C:24]2[CH:29]=[CH:28][CH:27]=[CH:26][CH:25]=2)[CH2:13][CH2:12]1)=[O:10])[C:2]1[CH:7]=[CH:6][CH:5]=[CH:4][CH:3]=1.[OH-].[Li+:35]. The catalyst is O1CCCC1.CO. The product is [CH2:23]([O:22][CH2:21][CH2:20][C@@H:19]([N:14]1[C:15](=[O:18])[CH2:16][CH2:17][N:11]([C:9]([O:8][CH2:1][C:2]2[CH:7]=[CH:6][CH:5]=[CH:4][CH:3]=2)=[O:10])[CH2:12][CH2:13]1)[C:30]([O-:32])=[O:31])[C:24]1[CH:29]=[CH:28][CH:27]=[CH:26][CH:25]=1.[Li+:35]. The yield is 0.980. (4) The reactants are Cl.[NH2:2][OH:3].[OH-].[Na+].[C:6]1(=O)[O:11][C:9](=[O:10])[C:8]2=[CH:12][CH:13]=[CH:14][CH:15]=[C:7]12. The catalyst is O. The product is [OH:3][N:2]1[C:9](=[O:10])[C:8]2[C:7](=[CH:15][CH:14]=[CH:13][CH:12]=2)[C:6]1=[O:11]. The yield is 0.553. (5) The reactants are [I:1][C:2]1[CH:3]=[N:4][NH:5][CH:6]=1.C([O-])([O-])=O.[Cs+].[Cs+].Br[CH2:14][CH2:15][CH2:16][O:17][CH:18]1[CH2:23][CH2:22][CH2:21][CH2:20][O:19]1.O. The catalyst is CC#N. The product is [I:1][C:2]1[CH:3]=[N:4][N:5]([CH2:14][CH2:15][CH2:16][O:17][CH:18]2[CH2:23][CH2:22][CH2:21][CH2:20][O:19]2)[CH:6]=1. The yield is 0.810. (6) The reactants are C[Si](C)(C)CC[O:5][C:6](=[O:48])[C:7]1[CH:12]=[C:11]([O:13][CH:14]([CH3:16])[CH3:15])[CH:10]=[C:9]([O:17][C:18]2[CH:23]=[CH:22][C:21]([P:24]([O:37][CH2:38][C:39]3[CH:44]=[CH:43][C:42]([O:45][CH3:46])=[C:41]([F:47])[CH:40]=3)([O:26][CH2:27][C:28]3[CH:33]=[CH:32][C:31]([O:34][CH3:35])=[C:30]([F:36])[CH:29]=3)=[O:25])=[CH:20][CH:19]=2)[CH:8]=1.[F-].C([N+](CCCC)(CCCC)CCCC)CCC. The catalyst is CN(C=O)C.CCOC(C)=O. The product is [F:36][C:30]1[CH:29]=[C:28]([CH:33]=[CH:32][C:31]=1[O:34][CH3:35])[CH2:27][O:26][P:24]([C:21]1[CH:22]=[CH:23][C:18]([O:17][C:9]2[CH:8]=[C:7]([CH:12]=[C:11]([O:13][CH:14]([CH3:16])[CH3:15])[CH:10]=2)[C:6]([OH:48])=[O:5])=[CH:19][CH:20]=1)([O:37][CH2:38][C:39]1[CH:44]=[CH:43][C:42]([O:45][CH3:46])=[C:41]([F:47])[CH:40]=1)=[O:25]. The yield is 1.00.